Dataset: Forward reaction prediction with 1.9M reactions from USPTO patents (1976-2016). Task: Predict the product of the given reaction. (1) Given the reactants C([O:3][C:4](=[O:51])[CH:5]([O:20][C:21]1[CH:26]=[CH:25][C:24]([CH2:27][C@H:28]([NH:42][C:43](=[O:50])[C:44]2[CH:49]=[CH:48][CH:47]=[CH:46][CH:45]=2)[C:29](=[O:41])[NH:30][CH2:31][CH2:32][CH2:33][CH2:34][C:35]2[CH:40]=[CH:39][CH:38]=[CH:37][CH:36]=2)=[CH:23][CH:22]=1)[C:6]1[N:7]=[N:8][N:9]([C:11]([CH3:19])([C:13]2[CH:18]=[CH:17][CH:16]=[CH:15][CH:14]=2)[CH3:12])[N:10]=1)C.[OH-].[Na+], predict the reaction product. The product is: [C:43]([NH:42][C@H:28]([C:29](=[O:41])[NH:30][CH2:31][CH2:32][CH2:33][CH2:34][C:35]1[CH:40]=[CH:39][CH:38]=[CH:37][CH:36]=1)[CH2:27][C:24]1[CH:23]=[CH:22][C:21]([O:20][CH:5]([C:6]2[N:7]=[N:8][N:9]([C:11]([CH3:19])([C:13]3[CH:14]=[CH:15][CH:16]=[CH:17][CH:18]=3)[CH3:12])[N:10]=2)[C:4]([OH:51])=[O:3])=[CH:26][CH:25]=1)(=[O:50])[C:44]1[CH:45]=[CH:46][CH:47]=[CH:48][CH:49]=1. (2) The product is: [CH2:32]([N:29]1[CH:28]=[N:27][C:26]2[C:30]1=[N:31][C:23]([C:46]1[CH:45]=[C:44]([OH:43])[CH:49]=[CH:48][CH:47]=1)=[N:24][C:25]=2[N:36]1[CH2:41][CH2:40][O:39][CH2:38][CH2:37]1)[CH:33]([CH3:35])[CH3:34]. Given the reactants ClC1N=C2C(N=CN2)=C(N2CCOCC2)N=1.ICC(C)C.Cl[C:23]1[N:31]=[C:30]2[C:26]([N:27]=[CH:28][N:29]2[CH2:32][CH:33]([CH3:35])[CH3:34])=[C:25]([N:36]2[CH2:41][CH2:40][O:39][CH2:38][CH2:37]2)[N:24]=1.C(=O)([O-])[O:43][C:44]1[CH:49]=[CH:48][CH:47]=[C:46](B2OC(C)(C)C(C)(C)O2)[C:45]=1C(C)(C)C, predict the reaction product.